This data is from Forward reaction prediction with 1.9M reactions from USPTO patents (1976-2016). The task is: Predict the product of the given reaction. (1) Given the reactants [C:1]([O:5][C:6]([NH:8][C@:9]1([C:14]([OH:16])=O)[CH2:11][C@@H:10]1[CH:12]=[CH2:13])=[O:7])([CH3:4])([CH3:3])[CH3:2].ClC(Cl)C.C(N1C=CN=C1)(N1C=CN=C1)=O.[CH:33]1([S:36]([NH2:39])(=[O:38])=[O:37])[CH2:35][CH2:34]1.C1CCN2C(=NCCC2)CC1, predict the reaction product. The product is: [C:1]([O:5][C:6]([NH:8][C@:9]1([C:14]([C:33]2([S:36]([NH2:39])(=[O:38])=[O:37])[CH2:35][CH2:34]2)=[O:16])[CH2:11][C@@H:10]1[CH:12]=[CH2:13])=[O:7])([CH3:2])([CH3:3])[CH3:4]. (2) Given the reactants [F:1][C:2]1([F:15])[O:6][C:5]2[CH:7]=[CH:8][CH:9]=[C:10]([S:11]([Cl:14])(=[O:13])=[O:12])[C:4]=2[O:3]1.C([N:23]1[CH2:28][CH2:27][N:26]([C:29]2[CH:34]=[C:33]([NH2:35])[CH:32]=[CH:31][C:30]=2[O:36][CH2:37][CH2:38][F:39])[CH2:25][CH2:24]1)(OC(C)(C)C)=O, predict the reaction product. The product is: [ClH:14].[F:39][CH2:38][CH2:37][O:36][C:30]1[C:29]([N:26]2[CH2:25][CH2:24][NH:23][CH2:28][CH2:27]2)=[CH:34][C:33]([NH:35][S:11]([C:10]2[C:4]3[O:3][C:2]([F:15])([F:1])[O:6][C:5]=3[CH:7]=[CH:8][CH:9]=2)(=[O:13])=[O:12])=[CH:32][CH:31]=1. (3) The product is: [CH3:1][O:2][C:3]1[CH:4]=[C:5]2[C:7]([CH:11]=[CH:12][C:13]([CH3:14])=[N:6]2)=[CH:8][C:9]=1[CH3:10]. Given the reactants [CH3:1][O:2][C:3]1[CH:4]=[C:5]([CH:7]=[CH:8][C:9]=1[CH3:10])[NH2:6].[CH:11](=O)/[CH:12]=[CH:13]/[CH3:14].[NH4+].[OH-], predict the reaction product.